From a dataset of Forward reaction prediction with 1.9M reactions from USPTO patents (1976-2016). Predict the product of the given reaction. (1) Given the reactants [Cl:1][C:2]1[C:7]([C:8](Cl)=[O:9])=[C:6]([Cl:11])[N:5]=[CH:4][N:3]=1.[CH3:12][O:13][C:14]1[CH:15]=[C:16]([CH2:20][NH2:21])[CH:17]=[CH:18][CH:19]=1, predict the reaction product. The product is: [Cl:1][C:2]1[C:7]([C:8]([NH:21][CH2:20][C:16]2[CH:17]=[CH:18][CH:19]=[C:14]([O:13][CH3:12])[CH:15]=2)=[O:9])=[C:6]([Cl:11])[N:5]=[CH:4][N:3]=1. (2) Given the reactants [NH2:1][C:2]1[CH:3]=[C:4]2[C:8](=[CH:9][CH:10]=1)[N:7]([CH3:11])[C:6](=[O:12])[C:5]12[CH2:14][CH2:13]1.[F:15][C:16]([F:27])([F:26])[C:17](O[C:17](=[O:18])[C:16]([F:27])([F:26])[F:15])=[O:18].CCN(CC)CC.Cl, predict the reaction product. The product is: [F:15][C:16]([F:27])([F:26])[C:17]([NH:1][C:2]1[CH:3]=[C:4]2[C:8](=[CH:9][CH:10]=1)[N:7]([CH3:11])[C:6](=[O:12])[C:5]12[CH2:13][CH2:14]1)=[O:18]. (3) Given the reactants Br[C:2]1[CH:3]=[N:4][C:5]([N:8]2[CH2:20][C:19]3[C:18](=[O:21])[C:17]4[CH:16]=[CH:15][CH:14]=[CH:13][C:12]=4[NH:11][C:10]=3[CH:9]2[C:22]2[CH:27]=[CH:26][C:25]3[O:28][CH2:29][O:30][C:24]=3[CH:23]=2)=[N:6][CH:7]=1.C([Sn](CCCC)(CCCC)[C:36]1[CH:41]=[CH:40][N:39]=[CH:38][CH:37]=1)CCC, predict the reaction product. The product is: [N:39]1[CH:40]=[CH:41][C:36]([C:2]2[CH:3]=[N:4][C:5]([N:8]3[CH2:20][C:19]4[C:18](=[O:21])[C:17]5[CH:16]=[CH:15][CH:14]=[CH:13][C:12]=5[NH:11][C:10]=4[CH:9]3[C:22]3[CH:27]=[CH:26][C:25]4[O:28][CH2:29][O:30][C:24]=4[CH:23]=3)=[N:6][CH:7]=2)=[CH:37][CH:38]=1. (4) Given the reactants [NH2:1][C:2]1[CH:7]=[CH:6][C:5]([N:8]2[CH2:12][CH2:11][CH2:10][CH2:9]2)=[CH:4][C:3]=1[NH:13][C:14](=[O:21])[C:15]1[CH:20]=[CH:19][CH:18]=[CH:17][CH:16]=1.[CH3:22][O:23][C:24]1[CH:25]=[C:26]([CH:29]=[C:30]([O:34][CH3:35])[C:31]=1[O:32][CH3:33])[CH:27]=O, predict the reaction product. The product is: [N:8]1([C:5]2[CH:6]=[CH:7][C:2](/[N:1]=[CH:27]/[C:26]3[CH:29]=[C:30]([O:34][CH3:35])[C:31]([O:32][CH3:33])=[C:24]([O:23][CH3:22])[CH:25]=3)=[C:3]([NH:13][C:14](=[O:21])[C:15]3[CH:16]=[CH:17][CH:18]=[CH:19][CH:20]=3)[CH:4]=2)[CH2:9][CH2:10][CH2:11][CH2:12]1.